Dataset: Reaction yield outcomes from USPTO patents with 853,638 reactions. Task: Predict the reaction yield, written as a fraction of the theoretical maximum amount of product (1.0 means a 100% yield; for example, 0.34 means a 34% yield). (1) The catalyst is CC#N. The product is [CH3:1][N:2]1[C:15]([C:17]2[CH:22]=[CH:21][CH:20]=[CH:19][CH:18]=2)=[C:14]([CH3:23])[S:5][C:3]1=[S:4]. The yield is 0.920. The reactants are [CH3:1][NH:2][C:3](=[S:5])[S-:4].C([NH+](CC)CC)C.Br[CH:14]([CH3:23])[C:15]([C:17]1[CH:22]=[CH:21][CH:20]=[CH:19][CH:18]=1)=O. (2) The reactants are [CH3:1][C:2]1[CH:3]=[C:4]([OH:11])[CH:5]=[CH:6][C:7]=1[N+:8]([O-:10])=[O:9].CC1C=CC(S(O[CH2:23][CH2:24][F:25])(=O)=O)=CC=1.C([O-])([O-])=O.[K+].[K+].O. The catalyst is CN(C=O)C. The product is [F:25][CH2:24][CH2:23][O:11][C:4]1[CH:5]=[CH:6][C:7]([N+:8]([O-:10])=[O:9])=[C:2]([CH3:1])[CH:3]=1. The yield is 0.910.